This data is from Reaction yield outcomes from USPTO patents with 853,638 reactions. The task is: Predict the reaction yield, written as a fraction of the theoretical maximum amount of product (1.0 means a 100% yield; for example, 0.34 means a 34% yield). (1) The product is [C:19]([O:23][C:24](=[O:44])[NH:25][CH2:26][C@H:27]1[CH2:28][CH2:29][C@H:30]([N:33]2[C:34]3=[C:35]4[S:43][CH:42]=[CH:41][C:36]4=[N:37][CH:38]=[C:39]3[N:40]=[C:3]2[C@H:2]([OH:1])[CH3:6])[CH2:31][CH2:32]1)([CH3:22])([CH3:20])[CH3:21]. The reactants are [OH:1][C@H:2]([CH3:6])[C:3](N)=O.F[B-](F)(F)F.C([O+](CC)CC)C.[C:19]([O:23][C:24](=[O:44])[NH:25][CH2:26][C@H:27]1[CH2:32][CH2:31][C@H:30]([NH:33][C:34]2[C:39]([NH2:40])=[CH:38][N:37]=[C:36]3[CH:41]=[CH:42][S:43][C:35]=23)[CH2:29][CH2:28]1)([CH3:22])([CH3:21])[CH3:20]. The catalyst is C1COCC1.C(O)C. The yield is 0.610. (2) The reactants are [N+:1]([CH2:4][CH2:5][C:6]1[CH:11]=[CH:10][C:9]([O:12][C:13]2[CH:18]=[CH:17][CH:16]=[CH:15][CH:14]=2)=[CH:8][N:7]=1)([O-])=[O:2].CO.C[O-].[Li+].C(=O)(O)[O-].[Na+].C(Cl)[Cl:30]. The catalyst is [Ti](Cl)(Cl)(Cl)Cl.C(OCC)(=O)C. The product is [O:12]([C:9]1[CH:10]=[CH:11][C:6]([CH2:5][C:4]([Cl:30])=[N:1][OH:2])=[N:7][CH:8]=1)[C:13]1[CH:18]=[CH:17][CH:16]=[CH:15][CH:14]=1. The yield is 0.690. (3) The reactants are S(S([O-])=O)([O-])=O.[Na+].[Na+].[CH2:9]([C:11]1[CH:16]=[C:15]([N+:17]([O-])=O)[CH:14]=[C:13]([CH2:20][CH3:21])[C:12]=1[NH:22][S:23]([C:26]1[CH:31]=[CH:30][C:29]([CH3:32])=[CH:28][CH:27]=1)(=[O:25])=[O:24])[CH3:10].C(=O)([O-])[O-].[K+].[K+]. The catalyst is O.O1CCCC1. The product is [NH2:17][C:15]1[CH:16]=[C:11]([CH2:9][CH3:10])[C:12]([NH:22][S:23]([C:26]2[CH:31]=[CH:30][C:29]([CH3:32])=[CH:28][CH:27]=2)(=[O:25])=[O:24])=[C:13]([CH2:20][CH3:21])[CH:14]=1. The yield is 0.250. (4) The reactants are [O:1]1CCCO[CH:2]1[CH2:7][CH2:8][CH2:9][C:10]1[N:11]([CH3:26])[C:12]([C:15]2[CH:16]=[C:17]3[C:22](=[CH:23][CH:24]=2)[N:21]=[C:20]([CH3:25])[CH:19]=[CH:18]3)=[N:13][N:14]=1.S(=O)(=O)(O)O.C(=O)(O)[O-].[Na+]. The catalyst is O. The product is [CH3:26][N:11]1[C:12]([C:15]2[CH:16]=[C:17]3[C:22](=[CH:23][CH:24]=2)[N:21]=[C:20]([CH3:25])[CH:19]=[CH:18]3)=[N:13][N:14]=[C:10]1[CH2:9][CH2:8][CH2:7][CH:2]=[O:1]. The yield is 0.840. (5) The reactants are [NH2:1][C:2]1[C:7]([C:8]([OH:10])=[O:9])=[CH:6][C:5]([Br:11])=[CH:4][N:3]=1.OS(O)(=O)=O.O.[C:18](=O)([O-])[O-].[Na+].[Na+]. The catalyst is CO.C(OCC)(=O)C. The product is [NH2:1][C:2]1[C:7]([C:8]([O:10][CH3:18])=[O:9])=[CH:6][C:5]([Br:11])=[CH:4][N:3]=1. The yield is 0.739.